Predict the reactants needed to synthesize the given product. From a dataset of Full USPTO retrosynthesis dataset with 1.9M reactions from patents (1976-2016). (1) Given the product [Cl:10][C:11]1[CH:12]=[C:13]([C:2]2[CH:7]=[CH:6][C:5]([CH2:8][NH2:9])=[CH:4][CH:3]=2)[CH:14]=[CH:15][C:16]=1[Cl:17], predict the reactants needed to synthesize it. The reactants are: Br[C:2]1[CH:7]=[CH:6][C:5]([CH2:8][NH2:9])=[CH:4][CH:3]=1.[Cl:10][C:11]1[CH:12]=[C:13](B(O)O)[CH:14]=[CH:15][C:16]=1[Cl:17].C([O-])([O-])=O.[Na+].[Na+]. (2) Given the product [F:7][C:8]1[CH:13]=[C:12]([S:14][C@H:2]2[CH2:6][CH2:5][CH2:4][C@@H:3]2[OH:1])[CH:11]=[CH:10][C:9]=1[CH:15]([CH3:20])[C:16]([OH:18])=[O:17], predict the reactants needed to synthesize it. The reactants are: [O:1]1[C:3]2[CH2:4][CH2:5][CH2:6][C:2]1=2.[F:7][C:8]1[CH:13]=[C:12]([SH:14])[CH:11]=[CH:10][C:9]=1[CH:15]([CH3:20])[C:16]([O:18]C)=[O:17]. (3) Given the product [Cl:25][C:26]1[CH:31]=[C:30]([O:32][C:33]2[C:34]3[N:41]([CH3:42])[CH:40]=[CH:39][C:35]=3[N:36]=[CH:37][N:38]=2)[CH:29]=[CH:28][C:27]=1[NH:43][C:44]([NH:1][C:4]1[CH:9]=[CH:8][C:7]([N:10]2[CH:14]=[CH:13][N:12]=[CH:11]2)=[C:6]([C:15]([F:18])([F:17])[F:16])[CH:5]=1)=[O:45], predict the reactants needed to synthesize it. The reactants are: [N+:1]([C:4]1[CH:9]=[CH:8][C:7]([N:10]2[CH:14]=[CH:13][N:12]=[CH:11]2)=[C:6]([C:15]([F:18])([F:17])[F:16])[CH:5]=1)([O-])=O.N1C=CC=CC=1.[Cl:25][C:26]1[CH:31]=[C:30]([O:32][C:33]2[C:34]3[N:41]([CH3:42])[CH:40]=[CH:39][C:35]=3[N:36]=[CH:37][N:38]=2)[CH:29]=[CH:28][C:27]=1[NH:43][C:44](=O)[O:45]C1C=CC=CC=1.